From a dataset of Forward reaction prediction with 1.9M reactions from USPTO patents (1976-2016). Predict the product of the given reaction. (1) Given the reactants [Br:1][C:2]1[CH:3]=[C:4]([OH:8])[CH:5]=[N:6][CH:7]=1.O[CH:10]1[CH2:15][CH2:14][N:13]([C:16]([O:18][C:19]([CH3:22])([CH3:21])[CH3:20])=[O:17])[CH2:12][CH2:11]1.C1(P(C2C=CC=CC=2)C2C=CC=CC=2)C=CC=CC=1.N(C(OCC)=O)=NC(OCC)=O, predict the reaction product. The product is: [Br:1][C:2]1[CH:3]=[C:4]([O:8][CH:10]2[CH2:15][CH2:14][N:13]([C:16]([O:18][C:19]([CH3:22])([CH3:21])[CH3:20])=[O:17])[CH2:12][CH2:11]2)[CH:5]=[N:6][CH:7]=1. (2) Given the reactants C(OC([N:8]1[CH2:11][C:10]([CH2:14][CH3:15])([O:12][CH3:13])[CH2:9]1)=O)(C)(C)C.[ClH:16].O1CCOCC1, predict the reaction product. The product is: [ClH:16].[CH2:14]([C:10]1([O:12][CH3:13])[CH2:11][NH:8][CH2:9]1)[CH3:15]. (3) Given the reactants [C:1]1([OH:7])[CH:6]=[CH:5][CH:4]=[CH:3][CH:2]=1.C(=O)([O-])[O-].[K+].[K+].Br[CH2:15][CH2:16][CH2:17][CH2:18][CH3:19], predict the reaction product. The product is: [CH2:15]([O:7][C:1]1[CH:6]=[CH:5][CH:4]=[CH:3][CH:2]=1)[CH2:16][CH2:17][CH2:18][CH3:19]. (4) Given the reactants [Br:1][C:2]1[CH:7]=[CH:6][C:5]([S:8](Cl)(=[O:10])=[O:9])=[C:4]([CH2:12][CH3:13])[CH:3]=1.[CH3:14][N:15]1[CH2:20][CH2:19][NH:18][CH2:17][CH2:16]1, predict the reaction product. The product is: [Br:1][C:2]1[CH:7]=[CH:6][C:5]([S:8]([N:18]2[CH2:19][CH2:20][N:15]([CH3:14])[CH2:16][CH2:17]2)(=[O:10])=[O:9])=[C:4]([CH2:12][CH3:13])[CH:3]=1.